This data is from Reaction yield outcomes from USPTO patents with 853,638 reactions. The task is: Predict the reaction yield, written as a fraction of the theoretical maximum amount of product (1.0 means a 100% yield; for example, 0.34 means a 34% yield). (1) The reactants are [CH3:1][O:2][C:3]1[CH:8]=[CH:7][C:6]([O:9][CH3:10])=[CH:5][C:4]=1[CH2:11][CH2:12][NH2:13].Br[CH2:15][CH2:16][CH2:17][C:18]([O:20][CH2:21][CH3:22])=[O:19].C(N(C(C)C)CC)(C)C. No catalyst specified. The product is [CH3:1][O:2][C:3]1[CH:8]=[CH:7][C:6]([O:9][CH3:10])=[CH:5][C:4]=1[CH2:11][CH2:12][NH:13][CH2:15][CH2:16][CH2:17][C:18]([O:20][CH2:21][CH3:22])=[O:19]. The yield is 0.940. (2) The reactants are Br[C:2]1[CH:11]=[CH:10][C:9]2[NH:12][C:13](=[O:14])[N:7]3[C:8]=2[C:3]=1[CH2:4][CH2:5][CH:6]3[C:15]1[CH:20]=[CH:19][CH:18]=[CH:17][CH:16]=1.[CH3:21][C:22]1[C:26](B(O)O)=[C:25]([CH3:30])[O:24][N:23]=1.C(=O)([O-])[O-].[Cs+].[Cs+]. The catalyst is COCCOC.O. The product is [CH3:21][C:22]1[C:26]([C:2]2[CH:11]=[CH:10][C:9]3[NH:12][C:13](=[O:14])[N:7]4[C:8]=3[C:3]=2[CH2:4][CH2:5][CH:6]4[C:15]2[CH:20]=[CH:19][CH:18]=[CH:17][CH:16]=2)=[C:25]([CH3:30])[O:24][N:23]=1. The yield is 0.280. (3) The reactants are Br[C:2]1[CH:3]=[C:4]2[CH2:10][C:9](=[O:11])[N:8]([CH2:12][O:13][CH2:14][CH2:15][Si:16]([CH3:19])([CH3:18])[CH3:17])[C:5]2=[N:6][CH:7]=1.[CH3:20][O:21][C:22]1[CH:23]=[C:24](B(O)O)[CH:25]=[C:26]([O:30][CH3:31])[C:27]=1[O:28][CH3:29].C([O-])([O-])=O.[Na+].[Na+]. The catalyst is CC#N.Cl[Pd](Cl)([P](C1C=CC=CC=1)(C1C=CC=CC=1)C1C=CC=CC=1)[P](C1C=CC=CC=1)(C1C=CC=CC=1)C1C=CC=CC=1. The product is [CH3:31][O:30][C:26]1[CH:25]=[C:24]([C:2]2[CH:3]=[C:4]3[CH2:10][C:9](=[O:11])[N:8]([CH2:12][O:13][CH2:14][CH2:15][Si:16]([CH3:19])([CH3:18])[CH3:17])[C:5]3=[N:6][CH:7]=2)[CH:23]=[C:22]([O:21][CH3:20])[C:27]=1[O:28][CH3:29]. The yield is 0.600. (4) The catalyst is ClCCCl. The reactants are [F:1][C:2]1[CH:9]=[CH:8][C:7]([CH:10]2[C:23]3[CH:22]=[CH:21][C:20]4[C:15](=[N:16][CH:17]=[CH:18][CH:19]=4)[C:14]=3[NH:13][S:12](=[O:25])(=[O:24])[N:11]2[CH3:26])=[CH:6][C:3]=1[CH:4]=O.C(O[BH-](O[C:37](=O)[CH3:38])OC(=O)C)(=O)C.[Na+].[CH3:41][OH:42]. The product is [F:1][C:2]1[CH:9]=[CH:8][C:7]([CH:10]2[C:23]3[CH:22]=[CH:21][C:20]4[C:15](=[N:16][CH:17]=[CH:18][CH:19]=4)[C:14]=3[NH:13][S:12](=[O:25])(=[O:24])[N:11]2[CH3:26])=[CH:6][C:3]=1[CH2:4][NH:13][CH2:14][CH2:15][N:16]1[CH2:37][CH2:38][O:42][CH2:41][CH2:17]1. The yield is 0.340. (5) The reactants are [NH:1]1[CH2:5][CH2:4][CH2:3][CH2:2]1.[I:6][C:7]1[CH:8]=[C:9]([C:12](=[O:17])C(Cl)(Cl)Cl)[NH:10][CH:11]=1. The catalyst is C(#N)C. The product is [I:6][C:7]1[CH:8]=[C:9]([C:12]([N:1]2[CH2:5][CH2:4][CH2:3][CH2:2]2)=[O:17])[NH:10][CH:11]=1. The yield is 0.860. (6) The reactants are [CH3:1][N:2]1[C@@H:18]2[CH2:19][C:7]3[CH:8]=[CH:9][C:10]([O:22][CH3:23])=[C:11]4[O:12][C@H:13]5[C:14]([O:20][CH3:21])=[CH:15][CH:16]=[C:17]2[C@:5]5([C:6]=34)[CH2:4][CH2:3]1.C(CN)O.O. The catalyst is COCC(O)CO. The product is [CH3:1][N:2]1[C@@H:18]2[CH2:19][C:7]3[CH:8]=[CH:9][C:10]([O:22][CH3:23])=[C:11]4[O:12][C@H:13]5[C:14]([O:20][CH3:21])=[CH:15][CH2:16][C@@H:17]2[C@:5]5([C:6]=34)[CH2:4][CH2:3]1. The yield is 0.810. (7) The reactants are [CH:1]([C:4]1[CH:9]=[CH:8][CH:7]=[CH:6][C:5]=1[OH:10])([CH3:3])[CH3:2].[N+:11]([O-])([OH:13])=[O:12].O. The catalyst is C(O)(=O)C. The product is [CH:1]([C:4]1[CH:9]=[C:8]([N+:11]([O-:13])=[O:12])[CH:7]=[CH:6][C:5]=1[OH:10])([CH3:3])[CH3:2]. The yield is 0.490.